This data is from Forward reaction prediction with 1.9M reactions from USPTO patents (1976-2016). The task is: Predict the product of the given reaction. (1) Given the reactants CC(C)([O-])C.[K+].F[C:8]1[CH:26]=[N:25][CH:24]=[CH:23][C:9]=1[C:10]([CH:12]([C:18](=[O:22])[CH:19]([CH3:21])[CH3:20])[C:13]([O:15][CH2:16][CH3:17])=[O:14])=[O:11].O, predict the reaction product. The product is: [OH:11][C:10]1[C:9]2[CH:23]=[CH:24][N:25]=[CH:26][C:8]=2[C:19]([CH3:21])([CH3:20])[C:18](=[O:22])[C:12]=1[C:13]([O:15][CH2:16][CH3:17])=[O:14]. (2) Given the reactants [C:1]([C@H:3]1[CH2:8][CH2:7][C@H:6]2[C@H:9]3[C@H:19]([CH2:20][CH2:21][C@:4]12[CH3:5])[C@:17]1([CH3:18])[C:12](=[CH:13][C:14](=[O:22])[CH2:15][CH2:16]1)[CH2:11][CH2:10]3)#[N:2].C(OC)(OC)OC.C(OCC)(OCC)O[CH2:32][CH3:33], predict the reaction product. The product is: [C:1]([C@H:3]1[CH2:8][CH2:7][C@H:6]2[C@H:9]3[C@H:19]([CH2:20][CH2:21][C@:4]12[CH3:5])[C@:17]1([CH3:18])[C:12]([CH:13]=[C:14]([O:22][CH2:32][CH3:33])[CH2:15][CH2:16]1)=[CH:11][CH2:10]3)#[N:2]. (3) The product is: [Cl:1][C:2]1[CH:7]=[CH:6][C:5]([C:8]2[NH:38][C:11]([C:13]3[CH:18]=[CH:17][C:16]([O:19][CH2:20][CH2:21][N:22]([CH3:24])[CH3:23])=[CH:15][CH:14]=3)=[CH:10][C:9]=2[C:25]2[CH:30]=[CH:29][N:28]=[CH:27][CH:26]=2)=[CH:4][C:3]=1[OH:32]. Given the reactants [Cl:1][C:2]1[CH:7]=[CH:6][C:5]([C:8](=O)[CH:9]([C:25]2[CH:30]=[CH:29][N:28]=[CH:27][CH:26]=2)[CH2:10][C:11]([C:13]2[CH:18]=[CH:17][C:16]([O:19][CH2:20][CH2:21][N:22]([CH3:24])[CH3:23])=[CH:15][CH:14]=2)=O)=[CH:4][C:3]=1[O:32]C.C([O-])(=O)C.[NH4+:38], predict the reaction product. (4) Given the reactants [CH3:1][O:2][C:3](=[O:16])[C:4]([C@H:7]1[CH2:12][CH2:11][C@H:10]([N:13]=[N+]=[N-])[CH2:9][CH2:8]1)([CH3:6])[CH3:5].[C:17]([OH:20])(=S)[CH3:18], predict the reaction product. The product is: [CH3:1][O:2][C:3](=[O:16])[C:4]([C@H:7]1[CH2:12][CH2:11][C@H:10]([NH:13][C:17](=[O:20])[CH3:18])[CH2:9][CH2:8]1)([CH3:6])[CH3:5]. (5) The product is: [C:5]([O:9][C:10]([N:12]1[CH2:17][C@H:16]([CH2:18][OH:19])[N:15]([CH2:20][C:21]([N:23]2[C:31]3[C:26](=[CH:27][CH:28]=[C:29]([CH2:37][C:38]4[CH:43]=[CH:42][CH:41]=[CH:40][CH:39]=4)[CH:30]=3)[C:25]([CH3:34])([CH3:33])[CH2:24]2)=[O:22])[CH2:14][C@H:13]1[CH3:35])=[O:11])([CH3:8])([CH3:7])[CH3:6]. Given the reactants N#N.[Li+].[Br-].[C:5]([O:9][C:10]([N:12]1[CH2:17][C@H:16]([CH2:18][OH:19])[N:15]([CH2:20][C:21]([N:23]2[C:31]3[C:26](=[CH:27][CH:28]=[C:29](Cl)[CH:30]=3)[C:25]([CH3:34])([CH3:33])[CH2:24]2)=[O:22])[CH2:14][C@H:13]1[CH3:35])=[O:11])([CH3:8])([CH3:7])[CH3:6].[Br-].[CH2:37]([Zn+])[C:38]1[CH:43]=[CH:42][CH:41]=[CH:40][CH:39]=1, predict the reaction product. (6) Given the reactants [CH3:1][C:2]1[CH:3]=[C:4]([CH:26]=[CH:27][C:28]=1[OH:29])[NH:5][C:6]1[C:15]2[C:10](=[CH:11][C:12]([O:24][CH3:25])=[CH:13][C:14]=2[O:16][CH:17]2[CH2:22][CH2:21][N:20]([CH3:23])[CH2:19][CH2:18]2)[N:9]=[CH:8][N:7]=1.Cl[CH2:31][C:32]1[N:33]=[CH:34][S:35][CH:36]=1, predict the reaction product. The product is: [CH3:1][C:2]1[CH:3]=[C:4]([CH:26]=[CH:27][C:28]=1[O:29][CH2:31][C:32]1[N:33]=[CH:34][S:35][CH:36]=1)[NH:5][C:6]1[C:15]2[C:10](=[CH:11][C:12]([O:24][CH3:25])=[CH:13][C:14]=2[O:16][CH:17]2[CH2:22][CH2:21][N:20]([CH3:23])[CH2:19][CH2:18]2)[N:9]=[CH:8][N:7]=1. (7) The product is: [OH:17][CH:16]([C:15]1[C:14]([C:32]2[CH:37]=[CH:36][CH:35]=[CH:34][CH:33]=2)=[N:13][N:11]2[CH:12]=[C:7]([O:6][CH3:5])[CH:8]=[CH:9][C:10]=12)[C:18]1[CH:19]=[C:20]([CH:26]=[C:27]([N+:29]([O-:31])=[O:30])[CH:28]=1)[C:21]([O:23][CH2:24][CH3:25])=[O:22]. Given the reactants CO.[BH4-].[Na+].[CH3:5][O:6][C:7]1[CH:8]=[CH:9][C:10]2[N:11]([N:13]=[C:14]([C:32]3[CH:37]=[CH:36][CH:35]=[CH:34][CH:33]=3)[C:15]=2[C:16]([C:18]2[CH:19]=[C:20]([CH:26]=[C:27]([N+:29]([O-:31])=[O:30])[CH:28]=2)[C:21]([O:23][CH2:24][CH3:25])=[O:22])=[O:17])[CH:12]=1.[Cl-].[NH4+], predict the reaction product. (8) Given the reactants [CH2:1]([O:3][C:4]1[CH:5]=[C:6]([CH:28]=[C:29]([O:32][CH2:33][CH3:34])[C:30]=1I)[CH2:7][N:8]1[CH2:11][C:10]2([CH2:15][C:14]([N:16]3[CH2:21][CH2:20][C:19]([CH3:27])([C:22]([O:24]CC)=[O:23])[CH2:18][CH2:17]3)=[N:13][O:12]2)[CH2:9]1)[CH3:2].CC1(C)C(C)(C)OB([C:43]2[CH:44]=[N:45][N:46](C(OC(C)(C)C)=O)[CH:47]=2)O1, predict the reaction product. The product is: [CH2:1]([O:3][C:4]1[CH:5]=[C:6]([CH:28]=[C:29]([O:32][CH2:33][CH3:34])[C:30]=1[C:43]1[CH:44]=[N:45][NH:46][CH:47]=1)[CH2:7][N:8]1[CH2:11][C:10]2([CH2:15][C:14]([N:16]3[CH2:17][CH2:18][C:19]([CH3:27])([C:22]([OH:24])=[O:23])[CH2:20][CH2:21]3)=[N:13][O:12]2)[CH2:9]1)[CH3:2].